This data is from Catalyst prediction with 721,799 reactions and 888 catalyst types from USPTO. The task is: Predict which catalyst facilitates the given reaction. (1) Reactant: [OH:1][C@@H:2]1[C:10]2[C:5](=[CH:6][CH:7]=[CH:8][CH:9]=2)[CH2:4][C@@:3]1([CH2:20][C:21]1[CH:29]=[CH:28][C:24]([C:25]([OH:27])=[O:26])=[CH:23][CH:22]=1)[C:11]1[CH2:12][C:13]2[C:18]([CH:19]=1)=[CH:17][CH:16]=[CH:15][CH:14]=2.C([O-])([O-])=O.[K+].[K+].[CH2:36](I)[CH2:37][CH3:38]. Product: [OH:1][C@@H:2]1[C:10]2[C:5](=[CH:6][CH:7]=[CH:8][CH:9]=2)[CH2:4][C@@:3]1([CH2:20][C:21]1[CH:29]=[CH:28][C:24]([C:25]([O:27][CH2:36][CH2:37][CH3:38])=[O:26])=[CH:23][CH:22]=1)[C:11]1[CH2:12][C:13]2[C:18]([CH:19]=1)=[CH:17][CH:16]=[CH:15][CH:14]=2. The catalyst class is: 517. (2) Reactant: [Br:1][C:2]1[CH:3]=[CH:4][C:5](/[CH:8]=[CH:9]/[C@@H:10]2[C@H:18]3[C@:14]([CH2:21][CH2:22][C:23]([OH:25])=O)([C:15](=[O:20])[O:16][C@@H:17]3[CH3:19])[CH2:13][C:12]([F:27])([F:26])[C@H:11]2[CH3:28])=[N:6][CH:7]=1.C[N:30](C(ON1N=NC2C=CC=NC1=2)=[N+](C)C)C.F[P-](F)(F)(F)(F)F.N.O. Product: [Br:1][C:2]1[CH:3]=[CH:4][C:5](/[CH:8]=[CH:9]/[C@@H:10]2[C@H:18]3[C@:14]([CH2:21][CH2:22][C:23]([NH2:30])=[O:25])([C:15](=[O:20])[O:16][C@@H:17]3[CH3:19])[CH2:13][C:12]([F:27])([F:26])[C@H:11]2[CH3:28])=[N:6][CH:7]=1. The catalyst class is: 31.